Dataset: Forward reaction prediction with 1.9M reactions from USPTO patents (1976-2016). Task: Predict the product of the given reaction. The product is: [C:25]([O:24][C:22]([N:13]([C:6]1([C:7]([O:9][CH2:10][CH3:11])=[O:8])[CH2:5][C:4](=[O:12])[NH:3][C:2]1=[O:1])[NH:14][C:15]([O:17][C:18]([CH3:21])([CH3:20])[CH3:19])=[O:16])=[O:23])([CH3:28])([CH3:27])[CH3:26]. Given the reactants [O:1]=[C:2]1[CH:6]([C:7]([O:9][CH2:10][CH3:11])=[O:8])[CH2:5][C:4](=[O:12])[NH:3]1.[N:13]([C:22]([O:24][C:25]([CH3:28])([CH3:27])[CH3:26])=[O:23])=[N:14][C:15]([O:17][C:18]([CH3:21])([CH3:20])[CH3:19])=[O:16].C(=O)([O-])[O-].[K+].[K+], predict the reaction product.